Predict the reactants needed to synthesize the given product. From a dataset of Full USPTO retrosynthesis dataset with 1.9M reactions from patents (1976-2016). (1) Given the product [F:42][C:43]([F:48])([F:47])[C:44]([OH:46])=[O:45].[Cl:26][C:22]1[CH:23]=[C:24]2[C:19](=[CH:20][CH:21]=1)[NH:18][C:17]([S:14]([N:11]1[CH2:12][CH2:13][NH:8][CH:9]([CH2:27][C:28](=[O:34])[N:29]([CH3:35])[S:30]([CH3:33])(=[O:32])=[O:31])[CH2:10]1)(=[O:15])=[O:16])=[CH:25]2, predict the reactants needed to synthesize it. The reactants are: C(OC([N:8]1[CH2:13][CH2:12][N:11]([S:14]([C:17]2[NH:18][C:19]3[C:24]([CH:25]=2)=[CH:23][C:22]([Cl:26])=[CH:21][CH:20]=3)(=[O:16])=[O:15])[CH2:10][CH:9]1[CH2:27][C:28](=[O:34])[NH:29][S:30]([CH3:33])(=[O:32])=[O:31])=O)(C)(C)C.[C:35](=O)(O)[O-].[Na+].CI.[F:42][C:43]([F:48])([F:47])[C:44]([OH:46])=[O:45]. (2) Given the product [C:22]([C:25]1[CH:33]=[CH:32][C:28]([C:29]([N:4]([CH2:5][C:6]2[CH:21]=[CH:20][CH:19]=[CH:18][C:7]=2[O:8][CH2:9][CH2:10][CH2:11][CH2:12][CH2:13][C:14]([OH:16])=[O:15])[CH:1]([CH3:3])[CH3:2])=[O:30])=[CH:27][CH:26]=1)(=[O:24])[CH3:23], predict the reactants needed to synthesize it. The reactants are: [CH:1]([NH:4][CH2:5][C:6]1[CH:21]=[CH:20][CH:19]=[CH:18][C:7]=1[O:8][CH2:9][CH2:10][CH2:11][CH2:12][CH2:13][C:14]([O:16]C)=[O:15])([CH3:3])[CH3:2].[C:22]([C:25]1[CH:33]=[CH:32][C:28]([C:29](O)=[O:30])=[CH:27][CH:26]=1)(=[O:24])[CH3:23]. (3) The reactants are: [O:1]1[C:6]2[CH:7]=[C:8]([C@@H:11]([O:21][C:22]3[CH:23]=[C:24]4[C:28](=[CH:29][CH:30]=3)[N:27]([C:31]3[CH:32]=[C:33]([CH:41]=[CH:42][CH:43]=3)[C:34]([O:36]CC(C)C)=[O:35])[N:26]=[CH:25]4)[C@@H:12]([NH:14][C:15](=[O:20])[C:16]([F:19])([F:18])[CH3:17])[CH3:13])[CH:9]=[CH:10][C:5]=2[CH2:4][O:3][CH2:2]1.[OH-].[Li+].C(OCC)(=O)C.Cl. Given the product [O:1]1[C:6]2[CH:7]=[C:8]([C@@H:11]([O:21][C:22]3[CH:23]=[C:24]4[C:28](=[CH:29][CH:30]=3)[N:27]([C:31]3[CH:32]=[C:33]([CH:41]=[CH:42][CH:43]=3)[C:34]([OH:36])=[O:35])[N:26]=[CH:25]4)[C@@H:12]([NH:14][C:15](=[O:20])[C:16]([F:19])([F:18])[CH3:17])[CH3:13])[CH:9]=[CH:10][C:5]=2[CH2:4][O:3][CH2:2]1, predict the reactants needed to synthesize it. (4) Given the product [CH2:23]([NH:30][C:4]([C:6]1[N:7]=[C:8]([C:15]2[CH:16]=[CH:17][CH:18]=[CH:19][CH:20]=2)[N:9]([CH3:14])[C:10](=[O:13])[C:11]=1[OH:12])=[O:5])[C:24]1[CH:29]=[CH:28][CH:27]=[CH:26][CH:25]=1, predict the reactants needed to synthesize it. The reactants are: C(O[C:4]([C:6]1[N:7]=[C:8]([C:15]2[C:20](F)=[CH:19][CH:18]=[CH:17][C:16]=2F)[N:9]([CH3:14])[C:10](=[O:13])[C:11]=1[OH:12])=[O:5])C.[CH2:23]([NH2:30])[C:24]1[CH:29]=[CH:28][CH:27]=[CH:26][CH:25]=1.